This data is from Full USPTO retrosynthesis dataset with 1.9M reactions from patents (1976-2016). The task is: Predict the reactants needed to synthesize the given product. (1) Given the product [Br:1][C:2]1[CH:7]=[C:6]([F:8])[CH:5]=[CH:4][C:3]=1[CH:9]1[N:10]=[C:11]([N:22]2[CH:26]=[N:25][C:24]([C:27]#[N:28])=[N:23]2)[NH:12][C:13]([CH2:20][N:30]2[CH2:35][CH2:34][O:33][CH:32]([CH2:36][C:37]([OH:39])=[O:38])[CH2:31]2)=[C:14]1[C:15]([O:17][CH2:18][CH3:19])=[O:16], predict the reactants needed to synthesize it. The reactants are: [Br:1][C:2]1[CH:7]=[C:6]([F:8])[CH:5]=[CH:4][C:3]=1[CH:9]1[C:14]([C:15]([O:17][CH2:18][CH3:19])=[O:16])=[C:13]([CH2:20]Br)[NH:12][C:11]([N:22]2[CH:26]=[N:25][C:24]([C:27]#[N:28])=[N:23]2)=[N:10]1.Cl.[NH:30]1[CH2:35][CH2:34][O:33][CH:32]([CH2:36][C:37]([OH:39])=[O:38])[CH2:31]1. (2) Given the product [Cl:1][C:2]1[CH:3]=[C:4]([CH:13]2[CH2:14][CH2:15][CH2:16][CH2:17][CH2:18]2)[C:5]2[O:9][CH:8]([CH2:10][NH:11][C:29](=[O:30])[O:31][CH3:32])[CH2:7][C:6]=2[CH:12]=1, predict the reactants needed to synthesize it. The reactants are: [Cl:1][C:2]1[CH:3]=[C:4]([CH:13]2[CH2:18][CH2:17][CH2:16][CH2:15][CH2:14]2)[C:5]2[O:9][CH:8]([CH2:10][NH2:11])[CH2:7][C:6]=2[CH:12]=1.C(N(C(C)C)CC)(C)C.Cl[C:29]([O:31][CH3:32])=[O:30]. (3) Given the product [CH3:1][O:2][C:3](=[O:16])[CH2:4][N:5]([S:37]([C:34]1[CH:33]=[CH:32][C:31]([O:30][CH2:29][CH:26]2[CH2:27][CH2:28]2)=[CH:36][CH:35]=1)(=[O:39])=[O:38])[CH2:6][C:7]1[CH:8]=[CH:9][C:10]([N:13]([CH3:15])[CH3:14])=[CH:11][CH:12]=1, predict the reactants needed to synthesize it. The reactants are: [CH3:1][O:2][C:3](=[O:16])[CH2:4][NH:5][CH2:6][C:7]1[CH:12]=[CH:11][C:10]([N:13]([CH3:15])[CH3:14])=[CH:9][CH:8]=1.C(N(C(C)C)CC)(C)C.[CH:26]1([CH2:29][O:30][C:31]2[CH:36]=[CH:35][C:34]([S:37](Cl)(=[O:39])=[O:38])=[CH:33][CH:32]=2)[CH2:28][CH2:27]1. (4) Given the product [NH2:1][C:2]1[CH:10]=[CH:9][C:8]([F:11])=[CH:7][C:3]=1[C:4]([O:6][CH2:12][CH3:13])=[O:5], predict the reactants needed to synthesize it. The reactants are: [NH2:1][C:2]1[CH:10]=[CH:9][C:8]([F:11])=[CH:7][C:3]=1[C:4]([OH:6])=[O:5].[CH2:12](O)[CH3:13].